This data is from Peptide-MHC class I binding affinity with 185,985 pairs from IEDB/IMGT. The task is: Regression. Given a peptide amino acid sequence and an MHC pseudo amino acid sequence, predict their binding affinity value. This is MHC class I binding data. (1) The peptide sequence is GGKKKYKL. The MHC is HLA-A23:01 with pseudo-sequence HLA-A23:01. The binding affinity (normalized) is 0. (2) The peptide sequence is IYLPIVHPF. The MHC is HLA-A02:03 with pseudo-sequence HLA-A02:03. The binding affinity (normalized) is 0.0847. (3) The peptide sequence is ICLSGEGWPY. The MHC is HLA-A23:01 with pseudo-sequence HLA-A23:01. The binding affinity (normalized) is 0.